Dataset: TCR-epitope binding with 47,182 pairs between 192 epitopes and 23,139 TCRs. Task: Binary Classification. Given a T-cell receptor sequence (or CDR3 region) and an epitope sequence, predict whether binding occurs between them. The epitope is FQPTNGVGY. The TCR CDR3 sequence is CASSRGSYEQYF. Result: 0 (the TCR does not bind to the epitope).